Task: Predict the reactants needed to synthesize the given product.. Dataset: Full USPTO retrosynthesis dataset with 1.9M reactions from patents (1976-2016) (1) Given the product [CH3:22][O:23][CH2:24][O:8][CH2:7][C:5](=[O:9])[CH2:4][O:3][CH2:2][O:12][CH3:13], predict the reactants needed to synthesize it. The reactants are: C1O[C:5]([OH:9])([CH2:7][OH:8])[CH2:4][O:3][C:2]1([OH:12])CO.[CH:13](N(C(C)C)CC)(C)C.[CH3:22][O:23][CH2:24]Cl. (2) Given the product [OH:23][CH2:2][C:3]1[C:12](=[O:13])[C:11]2[C:6](=[CH:7][CH:8]=[CH:9][CH:10]=2)[O:5][C:4]=1[C:14]1[CH:19]=[CH:18][C:17]([OH:20])=[CH:16][CH:15]=1, predict the reactants needed to synthesize it. The reactants are: Br[CH2:2][C:3]1[C:12](=[O:13])[C:11]2[C:6](=[CH:7][CH:8]=[CH:9][CH:10]=2)[O:5][C:4]=1[C:14]1[CH:19]=[CH:18][C:17]([OH:20])=[CH:16][CH:15]=1.C([O-])(=[O:23])C.[Na+]. (3) The reactants are: [C:1]([NH:5][C:6]([C:8]1[CH:12]=[C:11]([C:13]2[CH:18]=[CH:17][CH:16]=[CH:15][N:14]=2)[N:10]([C:19]2[CH:20]=[N:21][C:22]([C:25]#[N:26])=[CH:23][CH:24]=2)[N:9]=1)=[O:7])([CH3:4])([CH3:3])[CH3:2].[OH-:27].[Na+].O.C(Cl)(Cl)Cl. Given the product [C:1]([NH:5][C:6]([C:8]1[CH:12]=[C:11]([C:13]2[CH:18]=[CH:17][CH:16]=[CH:15][N:14]=2)[N:10]([C:19]2[CH:20]=[N:21][C:22]([C:25](=[O:27])[NH2:26])=[CH:23][CH:24]=2)[N:9]=1)=[O:7])([CH3:4])([CH3:2])[CH3:3], predict the reactants needed to synthesize it. (4) Given the product [CH3:1][N:2]1[CH:6]=[CH:5][N:4]=[C:3]1[CH:7]1[NH:8][C:9]2[C:14]3[C:15](=[N:57][NH:58][C:24](=[O:26])[C:13]=3[CH:12]=[CH:11][CH:10]=2)[CH:16]1[C:17]1[CH:18]=[CH:19][CH:20]=[CH:21][CH:22]=1, predict the reactants needed to synthesize it. The reactants are: [CH3:1][N:2]1[CH:6]=[CH:5][N:4]=[C:3]1[CH:7]1[CH:16]([C:17]2[CH:22]=[CH:21][CH:20]=[CH:19][CH:18]=2)[C:15](=O)[C:14]2[C:13]([C:24]([O:26]C)=O)=[CH:12][CH:11]=[CH:10][C:9]=2[NH:8]1.CN1C=CN=C1C1C(C2C=CC=CC=2)C(=O)C2C(C(OCC)=O)=CC=CC=2N1.O.[NH2:57][NH2:58]. (5) Given the product [Br:1][C:2]1[C:10]([CH2:11][CH3:12])=[C:9]2[C:5]([C:6]3[CH2:16][CH2:15][O:14][C:13]([CH2:19][CH2:20][OH:21])([CH2:17][CH3:18])[C:7]=3[NH:8]2)=[CH:4][CH:3]=1, predict the reactants needed to synthesize it. The reactants are: [Br:1][C:2]1[C:10]([CH2:11][CH3:12])=[C:9]2[C:5]([C:6]3[CH2:16][CH2:15][O:14][C:13]([CH2:19][C:20](O)=[O:21])([CH2:17][CH3:18])[C:7]=3[NH:8]2)=[CH:4][CH:3]=1.